From a dataset of Reaction yield outcomes from USPTO patents with 853,638 reactions. Predict the reaction yield, written as a fraction of the theoretical maximum amount of product (1.0 means a 100% yield; for example, 0.34 means a 34% yield). (1) The reactants are [C:1]([O:5][C:6]([NH:8][C@H:9]([CH:13]1[CH2:15][CH2:14]1)[C:10]([OH:12])=O)=[O:7])([CH3:4])([CH3:3])[CH3:2].F[B-](F)(F)F.N1(OC(N(C)C)=[N+](C)C)C2C=CC=CC=2N=N1.Cl.[C:39]([CH:41]1[CH2:44][NH:43][CH2:42]1)#[N:40].C(N(CC)C(C)C)(C)C.Cl. The catalyst is ClCCl.O. The product is [C:1]([O:5][C:6](=[O:7])[NH:8][C@H:9]([CH:13]1[CH2:15][CH2:14]1)[C:10]([N:43]1[CH2:44][CH:41]([C:39]#[N:40])[CH2:42]1)=[O:12])([CH3:2])([CH3:3])[CH3:4]. The yield is 0.830. (2) The catalyst is C1C=CC([P]([Pd]([P](C2C=CC=CC=2)(C2C=CC=CC=2)C2C=CC=CC=2)([P](C2C=CC=CC=2)(C2C=CC=CC=2)C2C=CC=CC=2)[P](C2C=CC=CC=2)(C2C=CC=CC=2)C2C=CC=CC=2)(C2C=CC=CC=2)C2C=CC=CC=2)=CC=1. The reactants are Br[C:2]1[C:11]2[C:6](=[C:7]([OH:13])[CH:8]=[C:9]([OH:12])[CH:10]=2)[C:5](=[O:14])[N:4]([C:15]2[CH:20]=[CH:19][C:18]([OH:21])=[CH:17][CH:16]=2)[CH:3]=1.C(=O)([O-])[O-].[K+].[K+].[CH3:28][O:29][C:30]1[CH:35]=[CH:34][C:33](B(O)O)=[CH:32][CH:31]=1. The yield is 0.833. The product is [OH:12][C:9]1[CH:10]=[C:11]2[C:6](=[C:7]([OH:13])[CH:8]=1)[C:5](=[O:14])[N:4]([C:15]1[CH:20]=[CH:19][C:18]([OH:21])=[CH:17][CH:16]=1)[CH:3]=[C:2]2[C:33]1[CH:34]=[CH:35][C:30]([O:29][CH3:28])=[CH:31][CH:32]=1. (3) The yield is 0.530. The reactants are [S:1]1[C:9]2[C:4](=[N:5][CH:6]=[CH:7][N:8]=2)[NH:3][C:2]1=S.S(Cl)([Cl:14])(=O)=O.O.[OH-].[Na+]. The catalyst is C(Cl)Cl. The product is [Cl:14][C:2]1[S:1][C:9]2[C:4]([N:3]=1)=[N:5][CH:6]=[CH:7][N:8]=2. (4) The reactants are [Br:1][C:2]1[N:7]=[CH:6][C:5]([NH2:8])=[CH:4][CH:3]=1.Cl[C:10]1[CH:18]=[CH:17][C:16]([Cl:19])=[CH:15][C:11]=1[C:12]([OH:14])=[O:13].O. The catalyst is COCCOC. The product is [Br:1][C:2]1[N:7]=[CH:6][C:5]([NH:8][C:10]2[CH:18]=[CH:17][C:16]([Cl:19])=[CH:15][C:11]=2[C:12]([OH:14])=[O:13])=[CH:4][CH:3]=1. The yield is 0.310. (5) The reactants are [NH2:1][C:2]1[N:7]=[C:6]([S:8]([NH:11][C:12]([C:14]2[CH:15]=[N:16][C:17]([C:21]3[CH:26]=[C:25]([O:27][CH2:28][CH:29]([CH3:31])[CH3:30])[CH:24]=[C:23]([F:32])[CH:22]=3)=[CH:18][C:19]=2Cl)=[O:13])(=[O:10])=[O:9])[CH:5]=[CH:4][CH:3]=1.[F-].[Cs+].[CH3:35][C:36]1([CH3:42])[CH2:40][C@H:39]([CH3:41])[CH2:38][NH:37]1. The catalyst is CS(C)=O. The product is [NH2:1][C:2]1[N:7]=[C:6]([S:8]([NH:11][C:12]([C:14]2[CH:15]=[N:16][C:17]([C:21]3[CH:26]=[C:25]([O:27][CH2:28][CH:29]([CH3:31])[CH3:30])[CH:24]=[C:23]([F:32])[CH:22]=3)=[CH:18][C:19]=2[N:37]2[CH2:38][C@@H:39]([CH3:41])[CH2:40][C:36]2([CH3:42])[CH3:35])=[O:13])(=[O:10])=[O:9])[CH:5]=[CH:4][CH:3]=1. The yield is 0.190. (6) The reactants are [O-]CC.[Na+].C1(C)C=CC(S([O-])(=O)=O)=CC=1.[CH2:16]([O:18][C:19]([CH:21]([C:35]([O:37][CH2:38][CH3:39])=[O:36])[C:22]([C:28]1[CH:33]=[CH:32][C:31]([F:34])=[CH:30][CH:29]=1)([CH3:27])[CH2:23][S+](C)C)=[O:20])[CH3:17]. The catalyst is C(O)C. The product is [CH2:16]([O:18][C:19]([C:21]1([C:35]([O:37][CH2:38][CH3:39])=[O:36])[CH2:23][C:22]1([C:28]1[CH:33]=[CH:32][C:31]([F:34])=[CH:30][CH:29]=1)[CH3:27])=[O:20])[CH3:17]. The yield is 0.750. (7) The reactants are Br[C:2]1[CH:3]=[C:4]([CH:20]=[CH:21][CH:22]=1)[O:5][CH2:6][CH:7]([OH:19])[CH2:8][N:9]1[CH2:18][CH2:17][C:16]2[C:11](=[CH:12][CH:13]=[CH:14][CH:15]=2)[CH2:10]1.[C:23]1(B(O)O)[CH:28]=[CH:27][CH:26]=[CH:25][CH:24]=1.C([O-])([O-])=O.[K+].[K+]. The catalyst is O1CCOCC1.O.C1C=CC(P(C2C=CC=CC=2)[C-]2C=CC=C2)=CC=1.C1C=CC(P(C2C=CC=CC=2)[C-]2C=CC=C2)=CC=1.Cl[Pd]Cl.[Fe+2]. The product is [C:2]1([C:23]2[CH:28]=[CH:27][CH:26]=[CH:25][CH:24]=2)[CH:22]=[CH:21][CH:20]=[C:4]([O:5][CH2:6][CH:7]([OH:19])[CH2:8][N:9]2[CH2:18][CH2:17][C:16]3[C:11](=[CH:12][CH:13]=[CH:14][CH:15]=3)[CH2:10]2)[CH:3]=1. The yield is 0.300.